Predict which catalyst facilitates the given reaction. From a dataset of Catalyst prediction with 721,799 reactions and 888 catalyst types from USPTO. (1) Reactant: C([N:8]([CH2:14][CH2:15][CH2:16][O:17][C:18]1[CH:23]=[CH:22][C:21]([CH2:24][C:25]2[C:26]([O:33][C@@H:34]3[O:60][C@H:59]([CH2:61][O:62][C:63](=[O:68])[C:64]([CH3:67])([CH3:66])[CH3:65])[C@@H:51]([O:52][C:53](=[O:58])[C:54]([CH3:57])([CH3:56])[CH3:55])[C@H:43]([O:44][C:45](=[O:50])[C:46]([CH3:49])([CH3:48])[CH3:47])[C@H:35]3[O:36][C:37](=[O:42])[C:38]([CH3:41])([CH3:40])[CH3:39])=[N:27][NH:28][C:29]=2[CH:30]([CH3:32])[CH3:31])=[C:20]([CH3:69])[CH:19]=1)[CH2:9][CH2:10][C:11](=[O:13])[NH2:12])C1C=CC=CC=1. Product: [C:11]([CH2:10][CH2:9][NH:8][CH2:14][CH2:15][CH2:16][O:17][C:18]1[CH:23]=[CH:22][C:21]([CH2:24][C:25]2[C:26]([O:33][C@@H:34]3[O:60][C@H:59]([CH2:61][O:62][C:63](=[O:68])[C:64]([CH3:67])([CH3:66])[CH3:65])[C@@H:51]([O:52][C:53](=[O:58])[C:54]([CH3:56])([CH3:55])[CH3:57])[C@H:43]([O:44][C:45](=[O:50])[C:46]([CH3:47])([CH3:48])[CH3:49])[C@H:35]3[O:36][C:37](=[O:42])[C:38]([CH3:39])([CH3:40])[CH3:41])=[N:27][NH:28][C:29]=2[CH:30]([CH3:31])[CH3:32])=[C:20]([CH3:69])[CH:19]=1)(=[O:13])[NH2:12]. The catalyst class is: 457. (2) Reactant: [CH2:1]([N:8]1[CH2:13][CH2:12][P:11](=[O:22])(CC2C=CC(F)=CC=2)[CH2:10][CH2:9]1)[C:2]1[CH:7]=[CH:6]C=CC=1.[ClH:23]. Product: [ClH:23].[CH:2]1([CH2:1][N:8]2[CH2:9][CH2:10][PH:11](=[O:22])[CH2:12][CH2:13]2)[CH2:7][CH2:6]1. The catalyst class is: 8. (3) Reactant: [NH2:1][C:2]1[CH:3]=[C:4]([CH:8]=[CH:9][C:10]=1[NH2:11])[C:5]([OH:7])=[O:6].[N:12]([C:15]1[CH:20]=[CH:19][CH:18]=[CH:17][C:16]=1[C:21]([F:24])([F:23])[F:22])=[C:13]=S.NC(N)=S.C([O-])([O-])=O.[K+].[K+].Cl. Product: [F:22][C:21]([F:23])([F:24])[C:16]1[CH:17]=[CH:18][CH:19]=[CH:20][C:15]=1[NH:12][C:13]1[NH:11][C:10]2[CH:9]=[CH:8][C:4]([C:5]([OH:7])=[O:6])=[CH:3][C:2]=2[N:1]=1. The catalyst class is: 3. (4) Reactant: [Cl:1][C:2]1[CH:7]=[CH:6][C:5]([C:8](=[NH:20])[NH:9][C:10]2[CH:15]=[CH:14][C:13]([S:16]([CH3:19])(=[O:18])=[O:17])=[CH:12][CH:11]=2)=[CH:4][CH:3]=1.[C:21](=[O:24])(O)[O-].[Na+].[CH3:26][O:27][C:28]1[CH:37]=[CH:36][C:31]([C:32](=O)[CH2:33]Br)=[CH:30][CH:29]=1. Product: [Cl:1][C:2]1[CH:3]=[CH:4][C:5]([C:8]2[N:9]([C:10]3[CH:15]=[CH:14][C:13]([S:16]([CH3:19])(=[O:17])=[O:18])=[CH:12][CH:11]=3)[CH2:33][C:32]([C:2]3[CH:7]=[CH:6][C:5]([O:24][CH3:21])=[CH:4][CH:3]=3)([C:31]3[CH:36]=[CH:37][C:28]([O:27][CH3:26])=[CH:29][CH:30]=3)[N:20]=2)=[CH:6][CH:7]=1. The catalyst class is: 32. (5) Reactant: [F:1][C:2]([F:8])([F:7])[CH2:3][CH2:4][CH2:5][OH:6].C(N(CC)CC)C.[CH3:16][S:17](Cl)(=[O:19])=[O:18]. Product: [CH3:16][S:17]([O:6][CH2:5][CH2:4][CH2:3][C:2]([F:8])([F:7])[F:1])(=[O:19])=[O:18]. The catalyst class is: 4. (6) Reactant: [CH2:1]([O:8][C:9]([N:11]1[CH2:15][C@@H:14]([OH:16])[CH2:13][C@H:12]1[C:17]([OH:19])=[O:18])=[O:10])[C:2]1[CH:7]=[CH:6][CH:5]=[CH:4][CH:3]=1.[H-].[Na+].[F:22][CH:23]([F:32])[CH2:24]S(C(F)(F)F)(=O)=O. Product: [CH2:1]([O:8][C:9]([N:11]1[CH2:15][C@@H:14]([O:16][CH2:24][CH:23]([F:32])[F:22])[CH2:13][C@H:12]1[C:17]([OH:19])=[O:18])=[O:10])[C:2]1[CH:7]=[CH:6][CH:5]=[CH:4][CH:3]=1. The catalyst class is: 1. (7) Reactant: [OH-].[Na+:2].[CH3:3][C:4]1[N:8]([CH2:9][CH2:10][C:11]2[CH:16]=[CH:15][C:14]([O:17][CH2:18][CH2:19][CH2:20][CH2:21][CH2:22][CH2:23][CH2:24][CH2:25][CH2:26][CH2:27][CH2:28][CH3:29])=[CH:13][CH:12]=2)[C:7]([C:30]2[CH:47]=[CH:46][C:33]([O:34][C@H:35]([CH2:39][C:40]3[CH:45]=[CH:44][CH:43]=[CH:42][CH:41]=3)[C:36]([OH:38])=[O:37])=[CH:32][CH:31]=2)=[CH:6][CH:5]=1. Product: [CH3:3][C:4]1[N:8]([CH2:9][CH2:10][C:11]2[CH:12]=[CH:13][C:14]([O:17][CH2:18][CH2:19][CH2:20][CH2:21][CH2:22][CH2:23][CH2:24][CH2:25][CH2:26][CH2:27][CH2:28][CH3:29])=[CH:15][CH:16]=2)[C:7]([C:30]2[CH:47]=[CH:46][C:33]([O:34][C@H:35]([CH2:39][C:40]3[CH:41]=[CH:42][CH:43]=[CH:44][CH:45]=3)[C:36]([O-:38])=[O:37])=[CH:32][CH:31]=2)=[CH:6][CH:5]=1.[Na+:2]. The catalyst class is: 8.